This data is from Catalyst prediction with 721,799 reactions and 888 catalyst types from USPTO. The task is: Predict which catalyst facilitates the given reaction. (1) Reactant: C[O:2][C:3](=[O:28])[C@H:4]([CH2:20][C:21]1[CH:26]=[CH:25][C:24]([NH2:27])=[CH:23][CH:22]=1)[NH:5][C:6]([C:8]1([CH2:13][C:14]2[CH:19]=[CH:18][CH:17]=[CH:16][CH:15]=2)[CH2:12][CH2:11][CH2:10][CH2:9]1)=[O:7].[Cl:29][C:30]1[CH:38]=[CH:37][CH:36]=[C:35]([Cl:39])[C:31]=1[C:32](Cl)=[O:33].N1C(C)=CC=CC=1C. Product: [Cl:29][C:30]1[CH:38]=[CH:37][CH:36]=[C:35]([Cl:39])[C:31]=1[C:32]([NH:27][C:24]1[CH:23]=[CH:22][C:21]([CH2:20][C@@H:4]([C:3]([OH:2])=[O:28])[NH:5][C:6]([C:8]2([CH2:13][C:14]3[CH:19]=[CH:18][CH:17]=[CH:16][CH:15]=3)[CH2:9][CH2:10][CH2:11][CH2:12]2)=[O:7])=[CH:26][CH:25]=1)=[O:33]. The catalyst class is: 363. (2) Reactant: [C:1]([O:5][C:6](=[O:12])[NH:7][CH:8]1[CH2:11][NH:10][CH2:9]1)([CH3:4])([CH3:3])[CH3:2].[Cl:13][C:14]1[N:19]=[C:18](Cl)[CH:17]=[CH:16][N:15]=1.C(N(CC)CC)C. Product: [C:1]([O:5][C:6](=[O:12])[NH:7][CH:8]1[CH2:11][N:10]([C:16]2[CH:17]=[CH:18][N:19]=[C:14]([Cl:13])[N:15]=2)[CH2:9]1)([CH3:4])([CH3:2])[CH3:3]. The catalyst class is: 5. (3) Reactant: [CH3:1][C:2]1[C:7]([C:8]2[N:9]([C:18]3[CH:23]=[CH:22][C:21]([S:24]([CH3:27])(=[O:26])=[O:25])=[CH:20][CH:19]=3)[CH2:10][C:11](O)([C:13]([F:16])([F:15])[F:14])[N:12]=2)=[CH:6][CH:5]=[CH:4][N:3]=1.O.C1(C)C=CC(S(O)(=O)=O)=CC=1. Product: [CH3:1][C:2]1[C:7]([C:8]2[N:9]([C:18]3[CH:23]=[CH:22][C:21]([S:24]([CH3:27])(=[O:26])=[O:25])=[CH:20][CH:19]=3)[CH:10]=[C:11]([C:13]([F:15])([F:16])[F:14])[N:12]=2)=[CH:6][CH:5]=[CH:4][N:3]=1. The catalyst class is: 11.